Predict which catalyst facilitates the given reaction. From a dataset of Catalyst prediction with 721,799 reactions and 888 catalyst types from USPTO. (1) Reactant: [Cl:1][C:2]1[CH:26]=[CH:25][C:24]([C:27]2[C:32]([F:33])=[CH:31][CH:30]=[CH:29][N:28]=2)=[CH:23][C:3]=1[C:4]([NH:6][C:7]1[N:11]([C:12]2[CH:17]=[CH:16][CH:15]=[CH:14][CH:13]=2)[N:10]=[C:9]([C:18](OCC)=[O:19])[CH:8]=1)=[O:5].[CH2:34]([CH2:36][NH2:37])[OH:35].C(N(CC)C(C)C)(C)C. Product: [Cl:1][C:2]1[CH:26]=[CH:25][C:24]([C:27]2[C:32]([F:33])=[CH:31][CH:30]=[CH:29][N:28]=2)=[CH:23][C:3]=1[C:4]([NH:6][C:7]1[N:11]([C:12]2[CH:13]=[CH:14][CH:15]=[CH:16][CH:17]=2)[N:10]=[C:9]([C:18]([NH:37][CH2:36][CH2:34][OH:35])=[O:19])[CH:8]=1)=[O:5]. The catalyst class is: 5. (2) Reactant: CCCCCC.C([Li])CCC.[O:12]1[CH2:16][CH2:15][CH:14]([CH2:17][NH:18][C:19]([C:21]2[CH:25]=[C:24]([CH2:26][O:27][CH2:28][C:29]3[CH:38]=[CH:37][C:36]4[C:31](=[CH:32][CH:33]=[CH:34][CH:35]=4)[CH:30]=3)[O:23][N:22]=2)=[O:20])[CH2:13]1.[Br:39]C(Cl)(Cl)Cl.Cl. Product: [O:12]1[CH2:16][CH2:15][CH:14]([CH2:17][NH:18][C:19]([C:21]2[C:25]([Br:39])=[C:24]([CH2:26][O:27][CH2:28][C:29]3[CH:38]=[CH:37][C:36]4[C:31](=[CH:32][CH:33]=[CH:34][CH:35]=4)[CH:30]=3)[O:23][N:22]=2)=[O:20])[CH2:13]1. The catalyst class is: 7. (3) Reactant: [Cl:1][C:2]1[CH:7]=[CH:6][C:5]([O:8][CH3:9])=[CH:4][C:3]=1[CH2:10][C:11]([C:13]1[CH:14]=[CH:15][C:16]2[O:20][C:19](=[O:21])[N:18]([CH3:22])[C:17]=2[CH:23]=1)=[O:12].[H-].[Na+].[CH3:26]I. Product: [Cl:1][C:2]1[CH:7]=[CH:6][C:5]([O:8][CH3:9])=[CH:4][C:3]=1[CH:10]([CH3:26])[C:11]([C:13]1[CH:14]=[CH:15][C:16]2[O:20][C:19](=[O:21])[N:18]([CH3:22])[C:17]=2[CH:23]=1)=[O:12]. The catalyst class is: 3. (4) Reactant: [C:1]1([C:7]2[CH:11]=[C:10]([CH2:12][CH2:13][CH:14]=O)[O:9][N:8]=2)[CH:6]=[CH:5][CH:4]=[CH:3][CH:2]=1.[C:16]1([N:22]2[CH2:27][CH2:26][NH:25][CH2:24][CH2:23]2)[CH:21]=[CH:20][CH:19]=[CH:18][CH:17]=1.[BH-](OC(C)=O)(OC(C)=O)OC(C)=O.[Na+]. Product: [C:1]1([C:7]2[CH:11]=[C:10]([CH2:12][CH2:13][CH2:14][N:25]3[CH2:26][CH2:27][N:22]([C:16]4[CH:21]=[CH:20][CH:19]=[CH:18][CH:17]=4)[CH2:23][CH2:24]3)[O:9][N:8]=2)[CH:6]=[CH:5][CH:4]=[CH:3][CH:2]=1. The catalyst class is: 2. (5) Reactant: C[Si]([C:5]#[N:6])(C)C.Cl.[CH3:8][S:9]([C:12]1[CH:17]=[CH:16][C:15]([NH2:18])=[CH:14][CH:13]=1)(=[O:11])=[O:10].[C:19]1(=O)[CH2:22][CH2:21][CH2:20]1.S([O-])([O-])(=O)=O.[Na+].[Na+]. Product: [CH3:8][S:9]([C:12]1[CH:17]=[CH:16][C:15]([NH:18][C:19]2([C:5]#[N:6])[CH2:22][CH2:21][CH2:20]2)=[CH:14][CH:13]=1)(=[O:10])=[O:11]. The catalyst class is: 3. (6) The catalyst class is: 775. Product: [OH:9][CH2:10][C:12]1[C:16]([CH3:17])=[C:15]([C:18]2[CH:23]=[CH:22][N:21]=[CH:20][CH:19]=2)[N:14]([CH2:24][O:25][CH3:26])[C:13]=1[C:27]1[CH:28]=[CH:29][N:30]=[CH:31][CH:32]=1. Reactant: [H-].[Al+3].[Li+].[H-].[H-].[H-].C([O:9][C:10]([C:12]1[C:16]([CH3:17])=[C:15]([C:18]2[CH:23]=[CH:22][N:21]=[CH:20][CH:19]=2)[N:14]([CH2:24][O:25][CH3:26])[C:13]=1[C:27]1[CH:32]=[CH:31][N:30]=[CH:29][CH:28]=1)=O)C.